From a dataset of Catalyst prediction with 721,799 reactions and 888 catalyst types from USPTO. Predict which catalyst facilitates the given reaction. (1) Reactant: Br[C:2]1[CH:3]=[C:4]([CH2:8][N:9]2[CH2:14][CH2:13][N:12]([C:15]([O:17][C:18]([CH3:21])([CH3:20])[CH3:19])=[O:16])[CH2:11][CH2:10]2)[CH:5]=[CH:6][CH:7]=1.C([Li])CCC.C[O:28][B:29](OC)[O:30]C. Product: [CH3:19][C:18]([O:17][C:15]([N:12]1[CH2:13][CH2:14][N:9]([CH2:8][C:4]2[CH:3]=[C:2]([B:29]([OH:30])[OH:28])[CH:7]=[CH:6][CH:5]=2)[CH2:10][CH2:11]1)=[O:16])([CH3:21])[CH3:20]. The catalyst class is: 1. (2) Reactant: [F:1][C:2]1[CH:3]=[C:4]([C:14]2[CH:19]=[CH:18][C:17]([C@H:20]3[O:24]C(C)(C)[N:22]([C:27](OC(C)(C)C)=[O:28])[C@@H:21]3[CH2:34][F:35])=[CH:16][CH:15]=2)[CH:5]=[N:6][C:7]=1[CH2:8][NH:9][S:10]([CH3:13])(=[O:12])=[O:11].FC(F)(F)C(O)=O.C(N(C(C)C)CC)(C)C.[Cl:52][CH:53]([Cl:58])C(OC)=O. Product: [Cl:52][CH:53]([Cl:58])[C:27]([NH:22][C@H:21]([CH2:34][F:35])[C@@H:20]([C:17]1[CH:18]=[CH:19][C:14]([C:4]2[CH:5]=[N:6][C:7]([CH2:8][NH:9][S:10]([CH3:13])(=[O:12])=[O:11])=[C:2]([F:1])[CH:3]=2)=[CH:15][CH:16]=1)[OH:24])=[O:28]. The catalyst class is: 390.